Dataset: Full USPTO retrosynthesis dataset with 1.9M reactions from patents (1976-2016). Task: Predict the reactants needed to synthesize the given product. (1) Given the product [CH3:1][C:2]1[N:3]=[C:4]([C:8]2[C:9]([C:15]([OH:18])=[O:16])=[N:10][C:11]([CH3:14])=[CH:12][CH:13]=2)[O:5][C:6]=1[CH3:7], predict the reactants needed to synthesize it. The reactants are: [CH3:1][C:2]1[N:3]=[C:4]([C:8]2[C:9]([CH:15]=[O:16])=[N:10][C:11]([CH3:14])=[CH:12][CH:13]=2)[O:5][C:6]=1[CH3:7].Cl([O-])=[O:18].[Na+].CO.O. (2) Given the product [CH2:12]([N:8]1[CH2:9][CH2:10][CH:11]=[C:6]([CH2:5][CH2:4][C:3]([NH:17][OH:18])=[O:2])[C:7]1=[O:15])[CH:13]=[CH2:14], predict the reactants needed to synthesize it. The reactants are: C[O:2][C:3](=O)[CH2:4][CH2:5][C:6]1[C:7](=[O:15])[N:8]([CH2:12][CH:13]=[CH2:14])[CH2:9][CH2:10][CH:11]=1.[NH2:17][O:18][K].C(O)(=O)C. (3) Given the product [C:27]([O:31][C:32]([NH:34][C@@H:35]([C:37]1[C:38]([F:66])=[C:39]([C:2]2[CH:3]=[C:4]([CH2:11][O:12][C:13]3[CH:18]=[CH:17][CH:16]=[CH:15][C:14]=3[CH2:19][C:20]([O:22][C:23]([CH3:26])([CH3:25])[CH3:24])=[O:21])[C:5]3[O:9][CH2:8][O:7][C:6]=3[CH:10]=2)[CH:40]=[CH:41][CH:42]=1)[CH3:36])=[O:33])([CH3:28])([CH3:29])[CH3:30], predict the reactants needed to synthesize it. The reactants are: Br[C:2]1[CH:3]=[C:4]([CH2:11][O:12][C:13]2[CH:18]=[CH:17][CH:16]=[CH:15][C:14]=2[CH2:19][C:20]([O:22][C:23]([CH3:26])([CH3:25])[CH3:24])=[O:21])[C:5]2[O:9][CH2:8][O:7][C:6]=2[CH:10]=1.[C:27]([O:31][C:32]([NH:34][C@@H:35]([C:37]1[C:38]([F:66])=[C:39](C2C=C(O)C=C(COC3C=CC=CC=3CC(OC(C)(C)C)=O)C=2)[CH:40]=[CH:41][CH:42]=1)[CH3:36])=[O:33])([CH3:30])([CH3:29])[CH3:28].[O-]P([O-])([O-])=O.[K+].[K+].[K+].C(Cl)Cl. (4) Given the product [C:3]([CH2:4][CH2:5][O:12][CH2:7][CH:8]([O:11][CH2:5][CH2:4][C:3]#[N:6])[CH2:9][O:10][CH2:5][CH2:4][C:3]#[N:6])#[N:6], predict the reactants needed to synthesize it. The reactants are: [OH-].[Na+].[C:3](#[N:6])[CH:4]=[CH2:5].[CH2:7]([OH:12])[CH:8]([OH:11])[CH2:9][OH:10]. (5) The reactants are: F[C:2](F)(F)S(OC1C=CC(C2NC(=O)CC2)=CC=1)(=O)=O.C(OC([N:28]1[C@@H:32]([C:33]2[CH:38]=[CH:37][C:36]([C:39]#[N:40])=[CH:35][CH:34]=2)[CH2:31][C@H:30]([CH2:41][CH:42]=[CH2:43])[C:29]1=[O:44])=O)(C)(C)C. Given the product [C:39]([C:36]1[CH:35]=[CH:34][C:33]([C@@H:32]2[NH:28][C:29](=[O:44])[C@@H:30]([CH2:41][CH:42]=[CH2:43])[CH2:31]2)=[CH:38][C:37]=1[CH3:2])#[N:40], predict the reactants needed to synthesize it. (6) Given the product [CH2:8]([C:6]1[CH:7]=[C:2]([C:71]2[CH:72]=[CH:73][C:68]([C:66]([O:65][CH2:63][CH3:64])=[O:67])=[CH:69][CH:70]=2)[CH:3]=[C:4]([NH:10][C:11]([N:13]2[CH2:35][CH2:34][C:16]3[N:17]=[C:18]([C:28]4[CH:29]=[N:30][CH:31]=[CH:32][CH:33]=4)[N:19]=[C:20]([C:21]4[CH:26]=[CH:25][CH:24]=[CH:23][C:22]=4[CH3:27])[C:15]=3[CH2:14]2)=[O:12])[CH:5]=1)[CH3:9], predict the reactants needed to synthesize it. The reactants are: Br[C:2]1[CH:3]=[C:4]([NH:10][C:11]([N:13]2[CH2:35][CH2:34][C:16]3[N:17]=[C:18]([C:28]4[CH:29]=[N:30][CH:31]=[CH:32][CH:33]=4)[N:19]=[C:20]([C:21]4[CH:26]=[CH:25][CH:24]=[CH:23][C:22]=4[CH3:27])[C:15]=3[CH2:14]2)=[O:12])[CH:5]=[C:6]([CH2:8][CH3:9])[CH:7]=1.C1(P(C2CCCCC2)C2CCCCC2)CCCCC1.[O-]P([O-])([O-])=O.[K+].[K+].[K+].[CH2:63]([O:65][C:66]([C:68]1[CH:73]=[CH:72][C:71](B(O)O)=[CH:70][CH:69]=1)=[O:67])[CH3:64]. (7) Given the product [C:28]([C:20]1[CH:21]=[C:22]([C:23]([O:25][CH2:26][CH3:27])=[O:24])[N:18]([C:14]2[CH:13]=[C:12]3[C:17](=[CH:16][CH:15]=2)[NH:8][C:9](=[O:32])[CH:10]=[CH:11]3)[N:19]=1)([CH3:29])([CH3:30])[CH3:31], predict the reactants needed to synthesize it. The reactants are: COC1C=CC(C[N:8]2[C:17]3[C:12](=[CH:13][C:14]([N:18]4[C:22]([C:23]([O:25][CH2:26][CH3:27])=[O:24])=[CH:21][C:20]([C:28]([CH3:31])([CH3:30])[CH3:29])=[N:19]4)=[CH:15][CH:16]=3)[CH:11]=[CH:10][C:9]2=[O:32])=CC=1. (8) Given the product [Si:21]([O:4][CH2:3][C:2]([C:5]1[CH:10]=[CH:9][N:8]=[CH:7][CH:6]=1)([F:1])[F:11])([C:17]([CH3:20])([CH3:19])[CH3:18])([CH3:24])[CH3:23], predict the reactants needed to synthesize it. The reactants are: [F:1][C:2]([F:11])([C:5]1[CH:10]=[CH:9][N:8]=[CH:7][CH:6]=1)[CH2:3][OH:4].N1C=CN=C1.[C:17]([Si:21]([CH3:24])([CH3:23])Cl)([CH3:20])([CH3:19])[CH3:18].O. (9) Given the product [CH3:15][O:16][C:17](=[O:24])[CH:18]([N:9]1[C:10]2[C:6](=[CH:5][C:4]([CH3:3])=[CH:12][CH:11]=2)[C:7](=[O:14])[C:8]1=[O:13])[CH2:19][CH:20]([CH3:22])[CH3:21], predict the reactants needed to synthesize it. The reactants are: [H-].[Na+].[CH3:3][C:4]1[CH:5]=[C:6]2[C:10](=[CH:11][CH:12]=1)[NH:9][C:8](=[O:13])[C:7]2=[O:14].[CH3:15][O:16][C:17](=[O:24])[CH:18](Br)[CH2:19][CH:20]([CH3:22])[CH3:21]. (10) Given the product [CH2:26]([O:25][C:23](=[O:24])[CH2:22][O:10][C:7]1[CH:8]=[CH:9][C:4]([N+:1]([O-:3])=[O:2])=[CH:5][CH:6]=1)[CH3:27], predict the reactants needed to synthesize it. The reactants are: [N+:1]([C:4]1[CH:9]=[CH:8][C:7]([OH:10])=[CH:6][CH:5]=1)([O-:3])=[O:2].C(=O)([O-])[O-].[K+].[K+].CC(C)=O.Br[CH2:22][C:23]([O:25][CH2:26][CH3:27])=[O:24].